Dataset: Forward reaction prediction with 1.9M reactions from USPTO patents (1976-2016). Task: Predict the product of the given reaction. The product is: [Br:1][C:2]1[CH:7]=[CH:6][N:5]=[C:4]([NH:13][CH2:9][CH2:10][CH2:11][CH3:12])[CH:3]=1. Given the reactants [Br:1][C:2]1[CH:7]=[CH:6][N:5]=[C:4](F)[CH:3]=1.[CH2:9]([NH2:13])[CH2:10][CH2:11][CH3:12], predict the reaction product.